This data is from Microsomal clearance measurements from AstraZeneca. The task is: Regression/Classification. Given a drug SMILES string, predict its absorption, distribution, metabolism, or excretion properties. Task type varies by dataset: regression for continuous measurements (e.g., permeability, clearance, half-life) or binary classification for categorical outcomes (e.g., BBB penetration, CYP inhibition). For this dataset (clearance_microsome_az), we predict log10(clearance) (log10 of the in vitro intrinsic clearance, CLint, in uL/min per mg of human liver microsomal protein, equivalently mL/min/g; values are censored to the assay range of 3 to 150, which is 0.477 to 2.18 on this log10 scale). (1) The molecule is CS(=O)(=O)c1ccc2c(C(=O)NC[C@@H](O)CN3CCC(Oc4ccc(Cl)c(Cl)c4)CC3)c[nH]c(=O)c2c1. The log10(clearance) is 0.780. (2) The molecule is CC(C)CNc1nc(N2CCN(CC3CCCOC3)CC2)ncc1C(=O)NCc1ccccc1. The log10(clearance) is 1.98. (3) The molecule is CSc1ccc2c(c1)N(CCC1CCCCN1C)c1ccccc1S2. The log10(clearance) is 1.70. (4) The molecule is O=C(NC[C@@H](O)CN1CCC(Oc2ccc(Cl)c(Cl)c2)CC1)c1n[nH]c(=O)c2ccccc12. The log10(clearance) is 0.480. (5) The compound is Cc1cccc(C[C@@H](C(=O)O)N2CCC(CN3CCC(Oc4ccc(Cl)c(Cl)c4)CC3)CC2)c1. The log10(clearance) is 0.480. (6) The drug is O=C(CC1CCCCCC1)Nc1cccc2c(=O)n([C@H]3CCNC3)ccc12. The log10(clearance) is 0.480.